Dataset: Forward reaction prediction with 1.9M reactions from USPTO patents (1976-2016). Task: Predict the product of the given reaction. (1) Given the reactants Cl[C:2]1[N:7]=[C:6]([N:8]([CH3:23])[C:9]2[CH:22]=[CH:21][C:12]3[N:13]([CH3:20])[C:14]([NH:16][CH:17]([CH3:19])[CH3:18])=[N:15][C:11]=3[CH:10]=2)[CH:5]=[CH:4][N:3]=1.[NH2:24][C:25]1[CH:26]=[CH:27][C:28]([Cl:35])=[C:29]([S:31]([NH2:34])(=[O:33])=[O:32])[CH:30]=1, predict the reaction product. The product is: [Cl:35][C:28]1[CH:27]=[CH:26][C:25]([NH:24][C:2]2[N:7]=[C:6]([N:8]([C:9]3[CH:22]=[CH:21][C:12]4[N:13]([CH3:20])[C:14]([NH:16][CH:17]([CH3:19])[CH3:18])=[N:15][C:11]=4[CH:10]=3)[CH3:23])[CH:5]=[CH:4][N:3]=2)=[CH:30][C:29]=1[S:31]([NH2:34])(=[O:33])=[O:32]. (2) The product is: [F:56][C:53]1[CH:54]=[CH:55][C:50]([CH2:49][C:46]2[N:45]=[C:44]([CH2:43][N:7]([CH2:8][C:9]3[CH:14]=[CH:13][C:12]([S:15][C:16]([CH3:25])([CH3:24])[C:17]([O:19][C:20]([CH3:23])([CH3:22])[CH3:21])=[O:18])=[CH:11][CH:10]=3)[CH2:6][C:2]3[O:1][CH:5]=[CH:4][CH:3]=3)[O:48][N:47]=2)=[CH:51][CH:52]=1. Given the reactants [O:1]1[CH:5]=[CH:4][CH:3]=[C:2]1[CH2:6][NH:7][CH2:8][C:9]1[CH:14]=[CH:13][C:12]([S:15][C:16]([CH3:25])([CH3:24])[C:17]([O:19][C:20]([CH3:23])([CH3:22])[CH3:21])=[O:18])=[CH:11][CH:10]=1.C(N(CC)CC)C.C(N(CC)C(C)C)(C)C.Cl[CH2:43][C:44]1[O:48][N:47]=[C:46]([CH2:49][C:50]2[CH:55]=[CH:54][C:53]([F:56])=[CH:52][CH:51]=2)[N:45]=1, predict the reaction product.